From a dataset of Experimentally validated miRNA-target interactions with 360,000+ pairs, plus equal number of negative samples. Binary Classification. Given a miRNA mature sequence and a target amino acid sequence, predict their likelihood of interaction. The miRNA is hsa-miR-106b-5p with sequence UAAAGUGCUGACAGUGCAGAU. The protein sequence of the target gene is MELFQAKDHYILQQGERALWCSRRDGGLQLRPATDLLLAWNPICLGLVEGVIGKIQLHSDLPWWLILIRQKALVGKLPGDHEVCKVTKIAVLSLSEMEPQDLELELCKKHHFGINKPEKIIPSPDDSKFLLKTFTHIKSNVSAPNKKKVKESKEKEKLERRLLEELLKMFMDSESFYYSLTYDLTNSVQRQSTGERDGRPLWQKVDDRFFWNKYMIQDLTEIGTPDVDFWIIPMIQGFVQIEELVVNYTESSDDEKSSPETPPQESTCVDDIHPRFLVALISRRSRHRAGMRYKRRGVDK.... Result: 1 (interaction).